From a dataset of Full USPTO retrosynthesis dataset with 1.9M reactions from patents (1976-2016). Predict the reactants needed to synthesize the given product. Given the product [C:1]([O:4][CH:5]1[C:6]([OH:39])([CH3:38])[CH2:7][CH2:8][CH:9]([O:37][Si:41]([CH2:46][CH3:47])([CH2:44][CH3:45])[CH2:42][CH3:43])[CH2:10][C:11]([O:13][CH:14](/[C:19](/[CH3:36])=[CH:20]/[CH:21]=[CH:22]/[C:23]([CH3:34])([O:35][Si:41]([CH2:46][CH3:47])([CH2:44][CH3:45])[CH2:42][CH3:43])[CH2:24][CH:25]2[O:33][CH:26]2[CH:27]([CH3:32])[CH:28]([O:31][Si:41]([CH2:46][CH3:47])([CH2:44][CH3:45])[CH2:42][CH3:43])[CH2:29][CH3:30])[CH:15]([CH3:18])[CH:16]=[CH:17]1)=[O:12])(=[O:3])[CH3:2], predict the reactants needed to synthesize it. The reactants are: [C:1]([O:4][CH:5]1[C:6]([OH:39])([CH3:38])[CH2:7][CH2:8][CH:9]([OH:37])[CH2:10][C:11]([O:13][CH:14](/[C:19](/[CH3:36])=[CH:20]/[CH:21]=[CH:22]/[C:23]([OH:35])([CH3:34])[CH2:24][CH:25]2[O:33][CH:26]2[CH:27]([CH3:32])[CH:28]([OH:31])[CH2:29][CH3:30])[CH:15]([CH3:18])[CH:16]=[CH:17]1)=[O:12])(=[O:3])[CH3:2].Cl[Si:41]([CH2:46][CH3:47])([CH2:44][CH3:45])[CH2:42][CH3:43].